Dataset: Catalyst prediction with 721,799 reactions and 888 catalyst types from USPTO. Task: Predict which catalyst facilitates the given reaction. (1) Reactant: [N:1]1[N:5]2[CH:6]=[CH:7][CH:8]=[N:9][C:4]2=[N:3][C:2]=1[CH2:10][OH:11]. Product: [N:1]1[N:5]2[CH:6]=[CH:7][CH:8]=[N:9][C:4]2=[N:3][C:2]=1[CH:10]=[O:11]. The catalyst class is: 5. (2) Reactant: [Cl:1][C:2]1[N:7]=[C:6]([C:8](Cl)=[O:9])[CH:5]=[N:4][CH:3]=1.C(N(CC)CC)C.[NH2:18][C:19]1[CH:24]=[CH:23][CH:22]=[C:21]([CH3:25])[CH:20]=1. Product: [Cl:1][C:2]1[N:7]=[C:6]([C:8]([NH:18][C:19]2[CH:20]=[C:21]([CH3:25])[CH:22]=[CH:23][CH:24]=2)=[O:9])[CH:5]=[N:4][CH:3]=1. The catalyst class is: 473.